Dataset: Full USPTO retrosynthesis dataset with 1.9M reactions from patents (1976-2016). Task: Predict the reactants needed to synthesize the given product. (1) Given the product [NH2:37][C@@H:13]([CH2:12][C:9]1[CH:8]=[CH:7][C:6]([O:5][C:1]([CH3:4])([CH3:3])[CH3:2])=[CH:11][CH:10]=1)[C:14]([N:16]([C@@H:28]([CH3:36])[CH:29]([O:33][CH2:34][CH3:35])[O:30][CH2:31][CH3:32])[CH2:17][C:18]1[CH:27]=[CH:26][CH:25]=[C:24]2[C:19]=1[N:20]=[CH:21][CH:22]=[N:23]2)=[O:15], predict the reactants needed to synthesize it. The reactants are: [C:1]([O:5][C:6]1[CH:11]=[CH:10][C:9]([CH2:12][C@H:13]([NH:37]C(=O)OCC2C3C=CC=CC=3C3C2=CC=CC=3)[C:14]([N:16]([C@@H:28]([CH3:36])[CH:29]([O:33][CH2:34][CH3:35])[O:30][CH2:31][CH3:32])[CH2:17][C:18]2[CH:27]=[CH:26][CH:25]=[C:24]3[C:19]=2[N:20]=[CH:21][CH:22]=[N:23]3)=[O:15])=[CH:8][CH:7]=1)([CH3:4])([CH3:3])[CH3:2].N1CCCCC1. (2) The reactants are: [CH2:1]([O:3][C:4]1[CH:9]=[C:8]([CH:10]=[O:11])[CH:7]=[C:6]([CH:12]=[CH2:13])[C:5]=1[C:14]1[CH:19]=[CH:18][C:17]([F:20])=[CH:16][CH:15]=1)[CH3:2].[H][H]. Given the product [CH2:1]([O:3][C:4]1[CH:9]=[C:8]([CH:10]=[O:11])[CH:7]=[C:6]([CH2:12][CH3:13])[C:5]=1[C:14]1[CH:15]=[CH:16][C:17]([F:20])=[CH:18][CH:19]=1)[CH3:2], predict the reactants needed to synthesize it. (3) Given the product [NH2:26][CH:6]([C:5]1[CH:4]=[C:3]([O:2][CH3:1])[C:10]([O:11][CH3:12])=[C:9]([O:13][CH3:14])[CH:8]=1)[CH2:16][C:15]([OH:21])=[O:20], predict the reactants needed to synthesize it. The reactants are: [CH3:1][O:2][C:3]1[CH:4]=[C:5]([CH:8]=[C:9]([O:13][CH3:14])[C:10]=1[O:11][CH3:12])[CH:6]=O.[C:15]([OH:21])(=[O:20])[CH2:16]C(O)=O.C([O-])(=O)C.[NH4+:26]. (4) The reactants are: [CH:1]([C:4]1[CH:9]=[CH:8][CH:7]=[CH:6][C:5]=1[C:10]1[C:18]2[C:13](=[CH:14][CH:15]=[CH:16][CH:17]=2)[N:12](S(C2C=CC=CC=2)(=O)=O)[CH:11]=1)([CH3:3])[CH3:2].O1CCCC1.[F-].C([N+](CCCC)(CCCC)CCCC)CCC. Given the product [CH:1]([C:4]1[CH:9]=[CH:8][CH:7]=[CH:6][C:5]=1[C:10]1[C:18]2[C:13](=[CH:14][CH:15]=[CH:16][CH:17]=2)[NH:12][CH:11]=1)([CH3:3])[CH3:2], predict the reactants needed to synthesize it. (5) Given the product [CH3:20][N:19]1[C:15]([N:1]2[C:9]3[C:4](=[CH:5][CH:6]=[CH:7][CH:8]=3)[C:3]([C:10]([O:12][CH3:13])=[O:11])=[CH:2]2)=[CH:16][N:17]=[CH:18]1, predict the reactants needed to synthesize it. The reactants are: [NH:1]1[C:9]2[C:4](=[CH:5][CH:6]=[CH:7][CH:8]=2)[C:3]([C:10]([O:12][CH3:13])=[O:11])=[CH:2]1.Br[C:15]1[N:19]([CH3:20])[CH:18]=[N:17][CH:16]=1.CN[C@@H]1CCCC[C@H]1NC.P([O-])([O-])([O-])=O.[K+].[K+].[K+]. (6) Given the product [Br:1][C:2]1[CH:7]=[C:6]([O:8][C@@H:9]2[CH2:14][CH2:13][N:12]([C:15]3[C:20]([Cl:21])=[CH:19][N:18]=[C:17]([O:22][CH3:23])[CH:16]=3)[CH2:11][C@H:10]2[CH3:24])[CH:5]=[CH:4][C:3]=1[N:25]1[C@@H:29]([CH2:30][C:31]([OH:33])=[O:32])[C@H:28]([CH3:35])[C:27]([C:36]([F:37])([F:39])[F:38])=[N:26]1, predict the reactants needed to synthesize it. The reactants are: [Br:1][C:2]1[CH:7]=[C:6]([O:8][C@@H:9]2[CH2:14][CH2:13][N:12]([C:15]3[C:20]([Cl:21])=[CH:19][N:18]=[C:17]([O:22][CH3:23])[CH:16]=3)[CH2:11][C@H:10]2[CH3:24])[CH:5]=[CH:4][C:3]=1[N:25]1[C@@H:29]([CH2:30][C:31]([O:33]C)=[O:32])[C@H:28]([CH3:35])[C:27]([C:36]([F:39])([F:38])[F:37])=[N:26]1.[OH-].[Li+]. (7) Given the product [C:1](=[O:5])([O-:3])[O-:2].[Ca+2:9].[S:4]([O-:8])([O-:7])(=[O:6])=[O:5].[NH4+:10].[NH4+:10], predict the reactants needed to synthesize it. The reactants are: [C:1](=[O:3])=[O:2].[S:4]([O-:8])([O-:7])(=[O:6])=[O:5].[Ca+2:9].[NH3:10]. (8) Given the product [CH:33]1([CH2:36][N:11]2[C:12]3[C:17](=[CH:16][C:15]([C:19]([N:21]4[CH2:22][CH2:23][N:24]([CH:27]([CH3:28])[CH3:29])[CH2:25][CH2:26]4)=[O:20])=[CH:14][CH:13]=3)[CH:18]=[C:10]2[C:8]([N:5]2[CH2:6][CH2:7][S:2](=[O:1])(=[O:30])[CH2:3][CH2:4]2)=[O:9])[CH2:35][CH2:34]1, predict the reactants needed to synthesize it. The reactants are: [O:1]=[S:2]1(=[O:30])[CH2:7][CH2:6][N:5]([C:8]([C:10]2[NH:11][C:12]3[C:17]([CH:18]=2)=[CH:16][C:15]([C:19]([N:21]2[CH2:26][CH2:25][N:24]([CH:27]([CH3:29])[CH3:28])[CH2:23][CH2:22]2)=[O:20])=[CH:14][CH:13]=3)=[O:9])[CH2:4][CH2:3]1.[H-].[Na+].[CH:33]1([CH2:36]Br)[CH2:35][CH2:34]1. (9) Given the product [C:13]1([C:39](=[Zr:12]([CH:34]2[CH:38]=[CH:37][CH:36]=[CH:35]2)[C:13]2[C:25]3[CH2:24][C:23]4[C:18](=[CH:19][CH:20]=[CH:21][C:22]=4[C:26]([CH3:28])([CH3:27])[CH3:29])[C:17]=3[CH:16]=[C:15]([C:30]([CH3:32])([CH3:33])[CH3:31])[CH:14]=2)[C:18]2[CH:23]=[CH:22][CH:21]=[CH:20][CH:19]=2)[CH:25]=[CH:17][CH:16]=[CH:15][CH:14]=1, predict the reactants needed to synthesize it. The reactants are: [Cl-].[Cl-].C([Si](CC)(CC)C1C=CC([Zr:12](C2C=CC([Si](CC)(CC)CC)=CC=2)(=[CH2:39])([CH:34]2[CH:38]=[CH:37][CH:36]=[CH:35]2)[C:13]2[C:25]3[CH2:24][C:23]4[C:18](=[CH:19][CH:20]=[CH:21][C:22]=4[C:26]([CH3:29])([CH3:28])[CH3:27])[C:17]=3[CH:16]=[C:15]([C:30]([CH3:33])([CH3:32])[CH3:31])[CH:14]=2)=CC=1)C.